This data is from Catalyst prediction with 721,799 reactions and 888 catalyst types from USPTO. The task is: Predict which catalyst facilitates the given reaction. (1) Reactant: [Br:1][C:2]1[CH:3]=[C:4]([CH:6]=[C:7]([Br:9])[CH:8]=1)[NH2:5].Cl[C:11]1[N:16]=[C:15]([CH3:17])[CH:14]=[CH:13][N:12]=1.C(O)(=O)C. Product: [Br:1][C:2]1[CH:3]=[C:4]([NH:5][C:11]2[N:16]=[C:15]([CH3:17])[CH:14]=[CH:13][N:12]=2)[CH:6]=[C:7]([Br:9])[CH:8]=1. The catalyst class is: 12. (2) Reactant: [F:1][C:2]1[CH:3]=[C:4]2[C:9](=[CH:10][C:11]=1[O:12][CH2:13][CH2:14][N:15]1[CH2:20][CH2:19][O:18][CH2:17][CH2:16]1)[N:8]=[C:7]([CH:21]=[CH:22][C:23]1[O:24][C:25]([N+:28]([O-:30])=[O:29])=[CH:26][CH:27]=1)[NH:6][C:5]2=O.P(Cl)(Cl)(Cl)(Cl)[Cl:33].C(OCC)C. Product: [Cl:33][C:5]1[C:4]2[C:9](=[CH:10][C:11]([O:12][CH2:13][CH2:14][N:15]3[CH2:20][CH2:19][O:18][CH2:17][CH2:16]3)=[C:2]([F:1])[CH:3]=2)[N:8]=[C:7]([CH:21]=[CH:22][C:23]2[O:24][C:25]([N+:28]([O-:30])=[O:29])=[CH:26][CH:27]=2)[N:6]=1. The catalyst class is: 286.